From a dataset of Full USPTO retrosynthesis dataset with 1.9M reactions from patents (1976-2016). Predict the reactants needed to synthesize the given product. (1) Given the product [F:13][CH:14]([S:15]([C:18]1[CH:19]=[CH:20][CH:21]=[CH:22][CH:23]=1)(=[O:16])=[O:17])[CH:40]([C@H:36]1[CH2:35][N:34]([C@@H:32]([C:29]2[CH:28]=[CH:27][C:26]([O:25][CH3:24])=[CH:31][CH:30]=2)[CH3:33])[C:38](=[O:39])[CH2:37]1)[OH:41], predict the reactants needed to synthesize it. The reactants are: C(NC(C)C)(C)C.C([Li])CCC.[F:13][CH2:14][S:15]([C:18]1[CH:23]=[CH:22][CH:21]=[CH:20][CH:19]=1)(=[O:17])=[O:16].[CH3:24][O:25][C:26]1[CH:31]=[CH:30][C:29]([C@H:32]([N:34]2[C:38](=[O:39])[CH2:37][C@@H:36]([CH:40]=[O:41])[CH2:35]2)[CH3:33])=[CH:28][CH:27]=1. (2) Given the product [NH:26]1[C:30]2[CH:31]=[C:32]([N:35]3[CH:39]([CH:40]4[CH2:41][CH2:42][CH:43]([O:46][C:47]5[CH:48]=[CH:49][CH:50]=[CH:51][CH:52]=5)[CH2:44][CH2:45]4)[C:38]([CH3:53])=[C:37]([O:54][CH3:3])[C:36]3=[O:55])[CH:33]=[CH:34][C:29]=2[N:28]=[CH:27]1, predict the reactants needed to synthesize it. The reactants are: [OH-].[K+].[CH3:3]C1C=CC(S(N(N=O)C)(=O)=O)=CC=1.C(O)CO.CCOCC.[NH:26]1[C:30]2[CH:31]=[C:32]([N:35]3[CH:39]([CH:40]4[CH2:45][CH2:44][CH:43]([O:46][C:47]5[CH:52]=[CH:51][CH:50]=[CH:49][CH:48]=5)[CH2:42][CH2:41]4)[C:38]([CH3:53])=[C:37]([OH:54])[C:36]3=[O:55])[CH:33]=[CH:34][C:29]=2[N:28]=[CH:27]1. (3) Given the product [Cl:1][C:2]1[CH:3]=[CH:4][C:5]([S:8]([N:11]2[CH:12]3[CH2:19][CH2:18][CH2:17][CH:16]2[C:15](=[CH:25][N:26]([CH3:28])[CH3:27])[C:14](=[O:20])[CH:13]3[CH2:21][CH3:22])(=[O:9])=[O:10])=[CH:6][CH:7]=1, predict the reactants needed to synthesize it. The reactants are: [Cl:1][C:2]1[CH:7]=[CH:6][C:5]([S:8]([N:11]2[CH:16]3[CH2:17][CH2:18][CH2:19][CH:12]2[CH:13]([CH2:21][CH3:22])[C:14](=[O:20])[CH2:15]3)(=[O:10])=[O:9])=[CH:4][CH:3]=1.CO[CH:25](OC)[N:26]([CH3:28])[CH3:27]. (4) Given the product [CH3:25][C:26]1[C:31]([CH3:32])=[CH:30][CH:29]=[CH:28][C:27]=1[N:33]1[C:5]([C:7]2[C:12](=[O:13])[CH:11]=[CH:10][N:9]([C:14]3[CH:19]=[CH:18][CH:17]=[C:16]([S:20]([CH3:23])(=[O:22])=[O:21])[CH:15]=3)[N:8]=2)=[CH:4][CH:3]=[N:2]1, predict the reactants needed to synthesize it. The reactants are: C[N:2](C)/[CH:3]=[CH:4]/[C:5]([C:7]1[C:12](=[O:13])[CH:11]=[CH:10][N:9]([C:14]2[CH:19]=[CH:18][CH:17]=[C:16]([S:20]([CH3:23])(=[O:22])=[O:21])[CH:15]=2)[N:8]=1)=O.[CH3:25][C:26]1[C:31]([CH3:32])=[CH:30][CH:29]=[CH:28][C:27]=1[NH:33]N.